Dataset: Full USPTO retrosynthesis dataset with 1.9M reactions from patents (1976-2016). Task: Predict the reactants needed to synthesize the given product. (1) Given the product [Br:15][CH:9]([C:3]1[CH:4]=[CH:5][C:6]([F:8])=[CH:7][C:2]=1[F:1])[C:10]([CH:12]1[CH2:14][CH2:13]1)=[O:11], predict the reactants needed to synthesize it. The reactants are: [F:1][C:2]1[CH:7]=[C:6]([F:8])[CH:5]=[CH:4][C:3]=1[CH2:9][C:10]([CH:12]1[CH2:14][CH2:13]1)=[O:11].[Br:15]N1C(=O)CCC1=O.C(OOC(=O)C1C=CC=CC=1)(=O)C1C=CC=CC=1. (2) Given the product [ClH:31].[OH:1][C:2]1[C:11]([CH3:12])=[C:10]2[C:5]([C:6](=[O:28])[C:7]([CH3:27])=[C:8]([C@H:13]3[CH2:17][CH2:16][CH2:15][N:14]3[CH2:18][CH2:19][OH:20])[O:9]2)=[CH:4][CH:3]=1, predict the reactants needed to synthesize it. The reactants are: [OH:1][C:2]1[C:11]([CH3:12])=[C:10]2[C:5]([C:6](=[O:28])[C:7]([CH3:27])=[C:8]([C@H:13]3[CH2:17][CH2:16][CH2:15][N:14]3[CH2:18][CH2:19][O:20]C3CCCCO3)[O:9]2)=[CH:4][CH:3]=1.CO.[ClH:31]. (3) Given the product [C:28]([OH:33])(=[O:11])/[CH:29]=[CH:30]\[C:38]([OH:41])=[O:40].[C:18]1([C:24]2[CH:32]=[CH:31][CH:30]=[C:29]3[C:25]=2[CH2:26][CH:27]=[C:28]3[CH2:10][CH2:9][N:12]2[CH2:17][CH2:16][O:15][CH2:14][CH2:13]2)[CH:23]=[CH:22][CH:21]=[CH:20][CH:19]=1, predict the reactants needed to synthesize it. The reactants are: [Li+].CC([N-]C(C)C)C.[C:9]([N:12]1[CH2:17][CH2:16][O:15][CH2:14][CH2:13]1)(=[O:11])[CH3:10].[C:18]1([C:24]2[CH:32]=[CH:31][CH:30]=[C:29]3[C:25]=2[CH2:26][CH2:27][C:28]3=[O:33])[CH:23]=[CH:22][CH:21]=[CH:20][CH:19]=1.Cl.C(Cl)Cl.[C:38]([O-:41])([OH:40])=O.[Na+].[AlH3].N(CC)(C)C. (4) Given the product [Cl:1][C:2]1[CH:11]=[CH:10][CH:9]=[C:8]2[C:3]=1[CH:4]1[C:12](=[C:33]([Cl:35])[Cl:34])[CH:7]2[CH2:6][CH2:5]1, predict the reactants needed to synthesize it. The reactants are: [Cl:1][C:2]1[CH:11]=[CH:10][CH:9]=[C:8]2[C:3]=1[CH:4]1[C:12](=O)[CH:7]2[CH2:6][CH2:5]1.C1C=CC(P(C2C=CC=CC=2)C2C=CC=CC=2)=CC=1.[C:33](Cl)(Cl)([Cl:35])[Cl:34]. (5) Given the product [Br:1][C:2]1[CH:7]=[CH:6][C:5]([S:8][C:10]2[CH:15]=[CH:14][CH:13]=[CH:12][C:11]=2[C:16]([F:19])([F:18])[F:17])=[CH:4][CH:3]=1, predict the reactants needed to synthesize it. The reactants are: [Br:1][C:2]1[CH:7]=[CH:6][C:5]([SH:8])=[CH:4][CH:3]=1.I[C:10]1[CH:15]=[CH:14][CH:13]=[CH:12][C:11]=1[C:16]([F:19])([F:18])[F:17].CC(CCC)C(=O)C(=O)C(C)(C)C.C(=O)([O-])[O-].[Cs+].[Cs+]. (6) Given the product [CH3:11][O:10][C:8]1[CH:7]=[CH:6][C:5]([N+:12]([O-:14])=[O:13])=[C:4]([CH:9]=1)[C:3]([OH:15])=[O:2], predict the reactants needed to synthesize it. The reactants are: C[O:2][C:3](=[O:15])[C:4]1[CH:9]=[C:8]([O:10][CH3:11])[CH:7]=[CH:6][C:5]=1[N+:12]([O-:14])=[O:13]. (7) Given the product [Br:1][C:2]1[CH:3]=[CH:4][C:5]2[O:9][C:8]3[CH:10]=[C:11]([S:14]([NH:20][C@@H:21]([CH:26]([CH3:28])[CH3:27])[C:22]([O:24][CH3:25])=[O:23])(=[O:16])=[O:15])[CH:12]=[CH:13][C:7]=3[C:6]=2[CH:18]=1, predict the reactants needed to synthesize it. The reactants are: [Br:1][C:2]1[CH:3]=[CH:4][C:5]2[O:9][C:8]3[CH:10]=[C:11]([S:14](Cl)(=[O:16])=[O:15])[CH:12]=[CH:13][C:7]=3[C:6]=2[CH:18]=1.Cl.[NH2:20][C@@H:21]([CH:26]([CH3:28])[CH3:27])[C:22]([O:24][CH3:25])=[O:23].C(N(CC)C(C)C)(C)C.